Dataset: Catalyst prediction with 721,799 reactions and 888 catalyst types from USPTO. Task: Predict which catalyst facilitates the given reaction. (1) Reactant: [H-].[Na+].[CH3:3][N:4]1[CH2:17][CH2:16][C:15]2[C:14]3[CH:13]=[C:12]([CH3:18])[CH:11]=[CH:10][C:9]=3[NH:8][C:7]=2[CH2:6][CH2:5]1.[Cl:19][C:20]1[CH:25]=[CH:24][C:23]([C:26]2([CH3:29])[CH2:28][O:27]2)=[CH:22][CH:21]=1.C(O)(=O)C(O)=O. Product: [Cl:19][C:20]1[CH:21]=[CH:22][C:23]([C:26]([OH:27])([CH3:28])[CH2:29][N:8]2[C:9]3[CH:10]=[CH:11][C:12]([CH3:18])=[CH:13][C:14]=3[C:15]3[CH2:16][CH2:17][N:4]([CH3:3])[CH2:5][CH2:6][C:7]2=3)=[CH:24][CH:25]=1. The catalyst class is: 827. (2) Reactant: Cl.C([N:5]1[C:18]2[C:13](=[CH:14][CH:15]=[CH:16][CH:17]=2)[C:7]2([CH2:12][CH2:11][NH:10][CH2:9][CH2:8]2)[CH2:6]1)(=O)C.FC(F)(F)S(O[CH2:25][C:26]([F:29])([F:28])[F:27])(=O)=O.C(N(CC)CC)C. Product: [F:27][C:26]([F:29])([F:28])[CH2:25][N:10]1[CH2:9][CH2:8][C:7]2([C:13]3[C:18](=[CH:17][CH:16]=[CH:15][CH:14]=3)[NH:5][CH2:6]2)[CH2:12][CH2:11]1. The catalyst class is: 21. (3) Reactant: C([Si]([O:8][CH2:9][C:10]1[CH:15]=[C:14]([N+:16]([O-:18])=[O:17])[CH:13]=[CH:12][C:11]=1[N:19]=[C:20]=S)(C)C)(C)(C)C.[CH3:22][O:23][C:24]1[CH:31]=[CH:30][CH:29]=[CH:28][C:25]=1[CH2:26][NH2:27].O.O.O.[F-].C([N+](CCCC)(CCCC)CCCC)CCC.Cl.CN(C)CCCN=C=NCC.CN(C)CCCNC(NCC)=S. Product: [CH3:22][O:23][C:24]1[CH:31]=[CH:30][CH:29]=[CH:28][C:25]=1[CH2:26][NH:27][C:20]1[O:8][CH2:9][C:10]2[CH:15]=[C:14]([N+:16]([O-:18])=[O:17])[CH:13]=[CH:12][C:11]=2[N:19]=1. The catalyst class is: 647.